This data is from HIV replication inhibition screening data with 41,000+ compounds from the AIDS Antiviral Screen. The task is: Binary Classification. Given a drug SMILES string, predict its activity (active/inactive) in a high-throughput screening assay against a specified biological target. (1) The molecule is CC=C1CC2C(=O)CCC2C2c3ccccc3OC12. The result is 0 (inactive). (2) The drug is N#CC(C#N)=Cc1ccc([N+](=O)[O-])cc1. The result is 0 (inactive).